This data is from Forward reaction prediction with 1.9M reactions from USPTO patents (1976-2016). The task is: Predict the product of the given reaction. (1) Given the reactants [CH3:1][O:2][C:3]([C:5]1[C:9]([C:10]([O:12][CH3:13])=[O:11])=[C:8]([C:14]([O:16][CH3:17])=[O:15])[NH:7][N:6]=1)=[O:4].N1C=CC=N1.[H-].[Na+].[C:25](Cl)([C:38]1[CH:43]=[CH:42][CH:41]=[CH:40][CH:39]=1)([C:32]1[CH:37]=[CH:36][CH:35]=[CH:34][CH:33]=1)[C:26]1[CH:31]=[CH:30][CH:29]=[CH:28][CH:27]=1, predict the reaction product. The product is: [C:25]([N:7]1[C:8]([C:14]([O:16][CH3:17])=[O:15])=[C:9]([C:10]([O:12][CH3:13])=[O:11])[C:5]([C:3]([O:2][CH3:1])=[O:4])=[N:6]1)([C:26]1[CH:31]=[CH:30][CH:29]=[CH:28][CH:27]=1)([C:38]1[CH:39]=[CH:40][CH:41]=[CH:42][CH:43]=1)[C:32]1[CH:33]=[CH:34][CH:35]=[CH:36][CH:37]=1. (2) Given the reactants [C:1]([O:14][CH2:15][C:16]1[CH:21]=[CH:20][CH:19]=[CH:18][CH:17]=1)(=[O:13])[CH2:2][C:3]([O:5][CH2:6][C:7]1[CH:12]=[CH:11][CH:10]=[CH:9][CH:8]=1)=[O:4].[H-].[Na+].Br[CH2:25][CH2:26][CH2:27][N:28]1[C:32](=[O:33])[C:31]2=[CH:34][CH:35]=[CH:36][CH:37]=[C:30]2[C:29]1=[O:38], predict the reaction product. The product is: [CH2:6]([O:5][C:3](=[O:4])[CH:2]([CH2:25][CH2:26][CH2:27][N:28]1[C:32](=[O:33])[C:31]2=[CH:34][CH:35]=[CH:36][CH:37]=[C:30]2[C:29]1=[O:38])[C:1]([O:14][CH2:15][C:16]1[CH:17]=[CH:18][CH:19]=[CH:20][CH:21]=1)=[O:13])[C:7]1[CH:12]=[CH:11][CH:10]=[CH:9][CH:8]=1. (3) Given the reactants CS(C)=O.C(Cl)(=O)C([Cl:8])=O.[CH:11]1([C:14]2[CH:35]=[C:17]3[C:18]([CH:24]([OH:34])[CH2:25][C:26]4[C:31]([Cl:32])=[CH:30][N:29]=[CH:28][C:27]=4[Cl:33])=[CH:19][CH:20]=[C:21]([O:22][CH3:23])[N:16]3[N:15]=2)[CH2:13][CH2:12]1.[Cl-].[NH4+], predict the reaction product. The product is: [Cl:8][C:35]1[C:14]([CH:11]2[CH2:13][CH2:12]2)=[N:15][N:16]2[C:21]([O:22][CH3:23])=[CH:20][CH:19]=[C:18]([C:24](=[O:34])[CH2:25][C:26]3[C:27]([Cl:33])=[CH:28][N:29]=[CH:30][C:31]=3[Cl:32])[C:17]=12. (4) Given the reactants [H-].[Na+].[C:3]([O:7][C:8]([N:10]1[CH2:14][CH2:13][C@H:12]([OH:15])[CH2:11]1)=[O:9])([CH3:6])([CH3:5])[CH3:4].I[CH3:17].O, predict the reaction product. The product is: [C:3]([O:7][C:8]([N:10]1[CH2:14][CH2:13][C@H:12]([O:15][CH3:17])[CH2:11]1)=[O:9])([CH3:6])([CH3:4])[CH3:5]. (5) Given the reactants [CH2:1]([N:8]1[CH2:12][CH:11]([CH3:13])[CH:10]([NH:14][C:15]([O:17][C:18]([CH3:21])([CH3:20])[CH3:19])=[O:16])[CH2:9]1)[C:2]1[CH:7]=[CH:6][CH:5]=[CH:4][CH:3]=1.[H-].[H-].[H-].[H-].[Li+].[Al+3].[OH-].[Na+].[CH3:30]C(OC(OC(OC(C)(C)C)=O)=O)(C)C, predict the reaction product. The product is: [CH2:1]([N:8]1[CH2:12][CH:11]([CH3:13])[CH:10]([N:14]([C:15]([O:17][C:18]([CH3:20])([CH3:19])[CH3:21])=[O:16])[CH3:30])[CH2:9]1)[C:2]1[CH:3]=[CH:4][CH:5]=[CH:6][CH:7]=1. (6) Given the reactants [NH2:1][C:2]1[CH:3]=[C:4]([C:8]2[C:17]3[C:12](=[C:13]([C:18]([F:21])([F:20])[F:19])[CH:14]=[CH:15][CH:16]=3)[N:11]=[CH:10][C:9]=2[C:22]([C:24]2[CH:29]=[CH:28][CH:27]=[CH:26][CH:25]=2)=[O:23])[CH:5]=[CH:6][CH:7]=1.[CH3:30][N:31]1[C:35](=[O:36])[C:34](=[CH:37][C:38]2[CH:45]=[CH:44][C:41]([CH:42]=O)=[CH:40][CH:39]=2)[S:33][C:32]1=[S:46], predict the reaction product. The product is: [C:22]([C:9]1[CH:10]=[N:11][C:12]2[C:17]([C:8]=1[C:4]1[CH:3]=[C:2]([NH:1][CH2:42][C:41]3[CH:40]=[CH:39][C:38]([CH:37]=[C:34]4[S:33][C:32](=[S:46])[N:31]([CH3:30])[C:35]4=[O:36])=[CH:45][CH:44]=3)[CH:7]=[CH:6][CH:5]=1)=[CH:16][CH:15]=[CH:14][C:13]=2[C:18]([F:21])([F:19])[F:20])(=[O:23])[C:24]1[CH:25]=[CH:26][CH:27]=[CH:28][CH:29]=1. (7) Given the reactants [CH:1]1[C:10]2[C:5](=[CH:6][CH:7]=[CH:8][CH:9]=2)[CH:4]=[CH:3][C:2]=1[CH2:11][C:12]1[C:13]([C:34]#[N:35])=[C:14]([C:28]2[CH:33]=[CH:32][N:31]=[N:30][CH:29]=2)[S:15][C:16]=1[C:17]1[N:21]=[CH:20][N:19](C2CCCCO2)[N:18]=1.CO.Cl.O, predict the reaction product. The product is: [CH:1]1[C:10]2[C:5](=[CH:6][CH:7]=[CH:8][CH:9]=2)[CH:4]=[CH:3][C:2]=1[CH2:11][C:12]1[C:13]([C:34]#[N:35])=[C:14]([C:28]2[CH:33]=[CH:32][N:31]=[N:30][CH:29]=2)[S:15][C:16]=1[C:17]1[NH:21][CH:20]=[N:19][N:18]=1.